The task is: Predict the reactants needed to synthesize the given product.. This data is from Full USPTO retrosynthesis dataset with 1.9M reactions from patents (1976-2016). (1) Given the product [Br:23][C:21]1[CH:20]=[CH:19][C:17]([NH:18][C:8](=[O:9])[C:7]2[CH:11]=[CH:12][C:4]([O:3][C:2]([F:14])([F:13])[F:1])=[CH:5][CH:6]=2)=[C:16]([I:15])[CH:22]=1, predict the reactants needed to synthesize it. The reactants are: [F:1][C:2]([F:14])([F:13])[O:3][C:4]1[CH:12]=[CH:11][C:7]([C:8](Cl)=[O:9])=[CH:6][CH:5]=1.[I:15][C:16]1[CH:22]=[C:21]([Br:23])[CH:20]=[CH:19][C:17]=1[NH2:18]. (2) Given the product [CH3:35][S:36]([OH:39])(=[O:38])=[O:37].[C:1](/[C:3](/[C:25]1[CH:30]=[CH:29][C:28]([O:31][CH3:32])=[C:27]([O:33][CH3:34])[CH:26]=1)=[CH:4]\[C:5]1[S:9][C:8]([N:10]2[CH2:11][CH2:12][CH:13]([O:16][C:17](=[O:24])[CH2:18][N:19]3[CH2:23][CH2:22][CH2:21][CH2:20]3)[CH2:14][CH2:15]2)=[CH:7][CH:6]=1)#[N:2], predict the reactants needed to synthesize it. The reactants are: [C:1](/[C:3](/[C:25]1[CH:30]=[CH:29][C:28]([O:31][CH3:32])=[C:27]([O:33][CH3:34])[CH:26]=1)=[CH:4]\[C:5]1[S:9][C:8]([N:10]2[CH2:15][CH2:14][CH:13]([O:16][C:17](=[O:24])[CH2:18][N:19]3[CH2:23][CH2:22][CH2:21][CH2:20]3)[CH2:12][CH2:11]2)=[CH:7][CH:6]=1)#[N:2].[CH3:35][S:36]([OH:39])(=[O:38])=[O:37].CCOCC.CC(O)C. (3) Given the product [CH2:19]([NH:26][C@H:10]1[CH2:9][CH2:8][N:7]([C:12]([O:14][C:15]([CH3:18])([CH3:17])[CH3:16])=[O:13])[CH2:6][C@H:5]1[O:4][CH2:1][CH:2]=[CH2:3])[C:20]1[CH:25]=[CH:24][CH:23]=[CH:22][CH:21]=1, predict the reactants needed to synthesize it. The reactants are: [CH2:1]([O:4][CH:5]1[C:10](=O)[CH2:9][CH2:8][N:7]([C:12]([O:14][C:15]([CH3:18])([CH3:17])[CH3:16])=[O:13])[CH2:6]1)[CH:2]=[CH2:3].[CH2:19]([NH2:26])[C:20]1[CH:25]=[CH:24][CH:23]=[CH:22][CH:21]=1.C(O[BH-](OC(=O)C)OC(=O)C)(=O)C.[Na+].